Dataset: Reaction yield outcomes from USPTO patents with 853,638 reactions. Task: Predict the reaction yield, written as a fraction of the theoretical maximum amount of product (1.0 means a 100% yield; for example, 0.34 means a 34% yield). The reactants are [Cl:1][C:2]1[CH:7]=[C:6]([Cl:8])[CH:5]=[CH:4][C:3]=1[C:9]1[N:10]=[C:11](/[CH:16]=[CH:17]/[C:18]2[CH:23]=[CH:22][C:21]([C:24]3[CH:29]=[CH:28][C:27]([OH:30])=[CH:26][CH:25]=3)=[CH:20][CH:19]=2)[N:12]([CH2:14][CH3:15])[CH:13]=1.Br[C:32]1[CH:33]=[C:34]2[C:39](=[CH:40][CH:41]=1)[CH:38]=[C:37]([C:42]([O:44]C)=[O:43])[CH:36]=[CH:35]2. No catalyst specified. The product is [Cl:1][C:2]1[CH:7]=[C:6]([Cl:8])[CH:5]=[CH:4][C:3]=1[C:9]1[N:10]=[C:11](/[CH:16]=[CH:17]/[C:18]2[CH:23]=[CH:22][C:21]([C:24]3[CH:25]=[CH:26][C:27]([O:30][C:32]4[CH:33]=[C:34]5[C:39](=[CH:40][CH:41]=4)[CH:38]=[C:37]([C:42]([OH:44])=[O:43])[CH:36]=[CH:35]5)=[CH:28][CH:29]=3)=[CH:20][CH:19]=2)[N:12]([CH2:14][CH3:15])[CH:13]=1. The yield is 0.350.